This data is from Full USPTO retrosynthesis dataset with 1.9M reactions from patents (1976-2016). The task is: Predict the reactants needed to synthesize the given product. (1) Given the product [OH:10][C:8]([C:4]1[CH:3]=[C:2]([OH:1])[CH:7]=[CH:6][CH:5]=1)([C:14]1[CH:15]=[CH:16][C:11]([CH3:19])=[CH:12][CH:13]=1)[CH3:9], predict the reactants needed to synthesize it. The reactants are: [OH:1][C:2]1[CH:3]=[C:4]([C:8](=[O:10])[CH3:9])[CH:5]=[CH:6][CH:7]=1.[C:11]1([CH3:19])[CH:16]=[CH:15][C:14]([Mg]Br)=[CH:13][CH:12]=1. (2) Given the product [ClH:23].[CH3:1][O:2][N:3]([CH3:22])[C:4]1[N:9]=[C:8]([NH:10][CH2:11][CH:12]2[CH2:13][CH2:14][CH2:15][CH2:16][CH2:17]2)[N:7]=[C:6]([NH:18][CH2:19][C:20]#[CH:21])[N:5]=1, predict the reactants needed to synthesize it. The reactants are: [CH3:1][O:2][N:3]([CH3:22])[C:4]1[N:9]=[C:8]([NH:10][CH2:11][CH:12]2[CH2:17][CH2:16][CH2:15][CH2:14][CH2:13]2)[N:7]=[C:6]([NH:18][CH2:19][C:20]#[CH:21])[N:5]=1.[ClH:23].C(OCC)C.Cl.CON(C)C1N=C(NCCC)N=C(NCC#C)N=1. (3) Given the product [C:1]([O:4][C:5]1[CH:15]=[CH:14][CH:13]=[CH:12][C:6]=1[C:7]([O:9][CH2:10][O:29][C:27](=[O:28])[C:26]1[CH:25]=[CH:24][C:23]([O:22][CH2:21][CH:20]([O:19][N+:16]([O-:18])=[O:17])[CH2:32][O:33][N+:34]([O-:36])=[O:35])=[CH:31][CH:30]=1)=[O:8])(=[O:3])[CH3:2], predict the reactants needed to synthesize it. The reactants are: [C:1]([O:4][C:5]1[CH:15]=[CH:14][CH:13]=[CH:12][C:6]=1[C:7]([O:9][CH2:10]Cl)=[O:8])(=[O:3])[CH3:2].[N+:16]([O:19][CH:20]([CH2:32][O:33][N+:34]([O-:36])=[O:35])[CH2:21][O:22][C:23]1[CH:31]=[CH:30][C:26]([C:27]([OH:29])=[O:28])=[CH:25][CH:24]=1)([O-:18])=[O:17].CCN(CC)CC. (4) The reactants are: [CH3:1][C@H:2]1[O:7][C@@H:6]([CH3:8])[CH2:5][N:4]([C:9]2[C:16]([F:17])=[C:15]([F:18])[C:14]([C:19]#[CH:20])=[CH:13][C:10]=2[CH:11]=[O:12])[CH2:3]1.Br[C:22]1[CH:27]=[N:26][CH:25]=[CH:24][N:23]=1. Given the product [CH3:1][C@H:2]1[O:7][C@@H:6]([CH3:8])[CH2:5][N:4]([C:9]2[C:16]([F:17])=[C:15]([F:18])[C:14]([C:19]#[C:20][C:22]3[CH:27]=[N:26][CH:25]=[CH:24][N:23]=3)=[CH:13][C:10]=2[CH:11]=[O:12])[CH2:3]1, predict the reactants needed to synthesize it.